Dataset: Forward reaction prediction with 1.9M reactions from USPTO patents (1976-2016). Task: Predict the product of the given reaction. (1) Given the reactants C([Al]([CH2:6][CH3:7])CC)C.[CH:8]1([Si](C)(OC)OC)[CH2:13][CH2:12][CH2:11][CH2:10][CH2:9]1.[CH2:20]=[CH:21]C, predict the reaction product. The product is: [CH3:20][CH2:21][CH2:9][CH2:10][CH2:11][CH2:12][CH2:13][CH2:8][CH2:6][CH3:7]. (2) Given the reactants [CH3:1][C:2]1[CH:7]=[CH:6][CH:5]=[C:4]([C:8]([F:11])([F:10])[F:9])[N:3]=1.[Br:12]N1C(=O)CCC1=O.N(C1(C#N)CCCCC1)=NC1(C#N)CCCCC1, predict the reaction product. The product is: [Br:12][CH2:1][C:2]1[CH:7]=[CH:6][CH:5]=[C:4]([C:8]([F:9])([F:11])[F:10])[N:3]=1. (3) Given the reactants [C:1]1([S:7]([CH2:10][C:11]2[C:16]([C:17]([O:19][CH2:20][CH3:21])=[O:18])=[C:15]([O:22][CH3:23])[C:14]([Br:24])=[CH:13][CH:12]=2)(=[O:9])=[O:8])[CH:6]=[CH:5][CH:4]=[CH:3][CH:2]=1.BrC1C(OC)=C(C(CSC2C=CC=C([Cl:45])C=2)=CC=1)C(OCC)=O, predict the reaction product. The product is: [Br:24][C:14]1[C:15]([O:22][CH3:23])=[C:16]([C:11]([CH2:10][S:7]([C:1]2[CH:2]=[CH:3][CH:4]=[C:5]([Cl:45])[CH:6]=2)(=[O:9])=[O:8])=[CH:12][CH:13]=1)[C:17]([O:19][CH2:20][CH3:21])=[O:18]. (4) The product is: [O:1]1[CH2:6][CH2:5][CH2:4][CH:3]([C:7]2[C:8]([O:13][C:14]3[CH:20]=[CH:19][C:17]([NH2:18])=[CH:16][CH:15]=3)=[N:9][CH:10]=[CH:11][N:12]=2)[CH2:2]1. Given the reactants [O:1]1[CH2:6][CH2:5][CH:4]=[C:3]([C:7]2[C:8]([O:13][C:14]3[CH:20]=[CH:19][C:17]([NH2:18])=[CH:16][CH:15]=3)=[N:9][CH:10]=[CH:11][N:12]=2)[CH2:2]1, predict the reaction product. (5) Given the reactants C([O:3][C:4]([C:6]1[CH:7]=[N:8][N:9]([CH3:30])[C:10]=1[C:11](=[O:29])[NH:12][C:13]1[CH:14]=[CH:15][C:16]2[N:17]([N:19]=[C:20]([N:22]3[CH2:26][CH2:25][CH:24]([O:27][CH3:28])[CH2:23]3)[N:21]=2)[CH:18]=1)=[O:5])C.CN1C(C(=O)NC2C=CC3N(N=C(N4CCOCC4)N=3)C=2)=C(C(O)=O)C=N1, predict the reaction product. The product is: [CH3:28][O:27][CH:24]1[CH2:25][CH2:26][N:22]([C:20]2[N:21]=[C:16]3[CH:15]=[CH:14][C:13]([NH:12][C:11]([C:10]4[N:9]([CH3:30])[N:8]=[CH:7][C:6]=4[C:4]([OH:5])=[O:3])=[O:29])=[CH:18][N:17]3[N:19]=2)[CH2:23]1. (6) Given the reactants [CH3:1][C:2]([S@@:5]([NH2:7])=[O:6])([CH3:4])[CH3:3].[F:8][C:9]([F:14])([F:13])[CH:10](O)O.[C:15]1([C:21](=[N:28][CH2:29][C:30]([O:32][CH2:33][CH3:34])=[O:31])[C:22]2[CH:27]=[CH:26][CH:25]=[CH:24][CH:23]=2)[CH:20]=[CH:19][CH:18]=[CH:17][CH:16]=1.[Li+].C[Si]([N-][Si](C)(C)C)(C)C.[NH4+].[Cl-], predict the reaction product. The product is: [CH3:1][C:2]([CH3:4])([S@@:5]([NH:7][C@@H:10]([C:9]([F:14])([F:13])[F:8])[C@H:29]([N:28]=[C:21]([C:22]1[CH:27]=[CH:26][CH:25]=[CH:24][CH:23]=1)[C:15]1[CH:16]=[CH:17][CH:18]=[CH:19][CH:20]=1)[C:30]([O:32][CH2:33][CH3:34])=[O:31])=[O:6])[CH3:3]. (7) Given the reactants [F:1][C:2]([F:20])([F:19])[C:3]1[CH:8]=[CH:7][C:6]([C:9]2[O:13][CH:12]=[N:11][C:10]=2[C:14](OCC)=[O:15])=[CH:5][CH:4]=1.[H-].C([Al+]CC(C)C)C(C)C, predict the reaction product. The product is: [F:20][C:2]([F:1])([F:19])[C:3]1[CH:4]=[CH:5][C:6]([C:9]2[O:13][CH:12]=[N:11][C:10]=2[CH:14]=[O:15])=[CH:7][CH:8]=1. (8) Given the reactants C[Si](C)(C)CCOC[N:7]1[C:11]([C:12]2[CH:13]=[CH:14][C:15]([O:18][C:19]3[CH:20]=[C:21]4[C:26](=[CH:27][CH:28]=3)[N:25]=[C:24]([CH:29]=O)[CH:23]=[CH:22]4)=[N:16][CH:17]=2)=[CH:10][CH:9]=[N:8]1.[CH2:33]1[C@@H:37]2[CH2:38][NH:39][CH2:40][CH2:41][N:36]2[C:35](=[O:42])[O:34]1.N1NC(C2C=CC(OC3C=C4C(=CC=3)N=C(CN3CCC(N5CCOC5=O)CC3)C=C4)=NC=2)=CC=1, predict the reaction product. The product is: [N:8]1[NH:7][C:11]([C:12]2[CH:13]=[CH:14][C:15]([O:18][C:19]3[CH:20]=[C:21]4[C:26](=[CH:27][CH:28]=3)[N:25]=[C:24]([CH2:29][N:39]3[CH2:40][CH2:41][N:36]5[C:35](=[O:42])[O:34][CH2:33][C@@H:37]5[CH2:38]3)[CH:23]=[CH:22]4)=[N:16][CH:17]=2)=[CH:10][CH:9]=1. (9) Given the reactants [CH3:1][C:2]([CH3:20])([CH3:19])[CH2:3][C:4]([NH:6][C:7]1[S:8][C:9]2[CH2:15][CH2:14][CH2:13][CH:12]([C:16]([OH:18])=O)[C:10]=2[N:11]=1)=[O:5].[CH3:21][N:22]([CH3:27])[CH2:23][CH2:24][CH2:25][NH2:26], predict the reaction product. The product is: [CH3:21][N:22]([CH3:27])[CH2:23][CH2:24][CH2:25][NH:26][C:16]([CH:12]1[C:10]2[N:11]=[C:7]([NH:6][C:4](=[O:5])[CH2:3][C:2]([CH3:1])([CH3:20])[CH3:19])[S:8][C:9]=2[CH2:15][CH2:14][CH2:13]1)=[O:18]. (10) Given the reactants Cl.[F:2][C:3]([F:34])([F:33])[C:4]1[CH:5]=[C:6]([CH:26]=[C:27]([C:29]([F:32])([F:31])[F:30])[CH:28]=1)[CH2:7][N:8]([CH3:25])[C:9]([C@@H:11]1[CH2:16][CH2:15][NH:14][CH2:13][C@H:12]1[C:17]1[CH:22]=[CH:21][C:20]([F:23])=[CH:19][C:18]=1[CH3:24])=[O:10].Br[CH2:36][C:37]([O:39][C:40]([CH3:43])([CH3:42])[CH3:41])=[O:38].[Na+].[I-].CCN(CC)CC, predict the reaction product. The product is: [F:34][C:3]([F:2])([F:33])[C:4]1[CH:5]=[C:6]([CH:26]=[C:27]([C:29]([F:30])([F:31])[F:32])[CH:28]=1)[CH2:7][N:8]([CH3:25])[C:9]([C@@H:11]1[CH2:16][CH2:15][N:14]([CH2:36][C:37]([O:39][C:40]([CH3:43])([CH3:42])[CH3:41])=[O:38])[CH2:13][C@H:12]1[C:17]1[CH:22]=[CH:21][C:20]([F:23])=[CH:19][C:18]=1[CH3:24])=[O:10].